From a dataset of Retrosynthesis with 50K atom-mapped reactions and 10 reaction types from USPTO. Predict the reactants needed to synthesize the given product. (1) Given the product O=C(O)c1cncc(-c2ccc(N3CCC(Oc4ccccc4C(F)(F)F)CC3)nc2)c1, predict the reactants needed to synthesize it. The reactants are: CCOC(=O)c1cncc(-c2ccc(N3CCC(Oc4ccccc4C(F)(F)F)CC3)nc2)c1. (2) Given the product C(=C/c1nc(COc2ccccc2CCCn2ccnc2)co1)\c1ccccc1, predict the reactants needed to synthesize it. The reactants are: CS(=O)(=O)OCCCc1ccccc1OCc1coc(/C=C/c2ccccc2)n1.c1c[nH]cn1.